Dataset: Experimentally validated miRNA-target interactions with 360,000+ pairs, plus equal number of negative samples. Task: Binary Classification. Given a miRNA mature sequence and a target amino acid sequence, predict their likelihood of interaction. (1) The miRNA is hsa-miR-8057 with sequence GUGGCUCUGUAGUAAGAUGGA. The protein sequence of the target gene is MDMKRRIHLELRNRTPAAVRELVLDNCKSNDGKIEGLTAEFVNLEFLSLINVGLISVSNLPKLPKLKKLELSENRIFGGLDMLAEKLPNLTHLNLSGNKLKDISTLEPLKKLECLKSLDLFNCEVTNLNDYRESVFKLLPQLTYLDGYDREDQEAPDSDAEVDGVDEEEEDEEGEDEEDEDDEDGEEEEFDEEDDEDEDVEGDEDDDEVSEEEEEFGLDEEDEDEDEDEEEEEGGKGEKRKRETDDEGEDD. Result: 1 (interaction). (2) The miRNA is mmu-miR-139-3p with sequence UGGAGACGCGGCCCUGUUGGAG. The protein sequence of the target gene is MLPFILFSTLLSPILTESEKQQWFCNSSDAIISYSYCDHLKFPISISSEPCIRLRGTNGFVHVEFIPRGNLKYLYFNLFISVNSIELPKRKEVLCHGHDDDYSFCRALKGETVNTSIPFSFEGILFPKGHYRCVAEAIAGDTEEKLFCLNFTIIHRRDVN. Result: 0 (no interaction). (3) The miRNA is hsa-miR-506-5p with sequence UAUUCAGGAAGGUGUUACUUAA. The protein sequence of the target gene is MANPGGGAVCNGKLHNHKKQSNGSQSRNCTKNGIVKEAQQNGKPHFYDKLIVESFEEAPLHVMVFTYMGYGIGTLFGYLRDFLRNWGIEKCNAAVERKEQKDFVPLYQDFENFYTRNLYMRIRDNWNRPICSAPGPLFDLMERVSDDYNWTFRFTGRVIKDVINMGSYNFLGLAAKYDESMRTIKDVLEVYGTGVASTRHEMGTLDKHKELEDLVAKFLNVEAAMVFGMGFATNSMNIPALVGKGCLILSDELNHTSLVLGARLSGATIRIFKHNNTQSLEKLLRDAVIYGQPRTRRAWK.... Result: 1 (interaction).